Dataset: Forward reaction prediction with 1.9M reactions from USPTO patents (1976-2016). Task: Predict the product of the given reaction. (1) The product is: [CH:7]1([CH2:6][NH:5][C:13]([C:15]2[N:16]=[N:17][C:18]([O:21][CH2:22][C:23]3[C:24]([C:29]4[CH:34]=[CH:33][N:32]=[CH:31][CH:30]=4)=[N:25][O:26][C:27]=3[CH3:28])=[CH:19][CH:20]=2)=[O:12])[CH2:9][CH2:8]1. Given the reactants C[Al](C)C.[NH2:5][CH2:6][CH:7]1[CH2:9][CH2:8]1.C([O:12][C:13]([C:15]1[N:16]=[N:17][C:18]([O:21][CH2:22][C:23]2[C:24]([C:29]3[CH:34]=[CH:33][N:32]=[CH:31][CH:30]=3)=[N:25][O:26][C:27]=2[CH3:28])=[CH:19][CH:20]=1)=O)C.C(C(C(C([O-])=O)O)O)([O-])=O.[K+].[Na+], predict the reaction product. (2) Given the reactants [N+]([N:4]1[CH:12]=[C:11]2[C:6]([CH:7]=[CH:8][C:9]([N+:13]([O-:15])=[O:14])=[CH:10]2)=[N:5]1)([O-])=O.[NH2:16][CH2:17][CH2:18][N:19]1[CH2:24][CH2:23][CH2:22][CH2:21][CH2:20]1, predict the reaction product. The product is: [N:19]1([CH2:18][CH2:17][NH:16][C:12]2[C:11]3[C:6](=[CH:7][CH:8]=[C:9]([N+:13]([O-:15])=[O:14])[CH:10]=3)[NH:5][N:4]=2)[CH2:24][CH2:23][CH2:22][CH2:21][CH2:20]1. (3) Given the reactants [Br:1][C:2]1[CH:7]=[CH:6][C:5]([NH:8][C:9]2[C:10]([C:19]([NH:21][NH2:22])=[O:20])=[CH:11][C:12]3[NH:16][CH:15]=[N:14][C:13]=3[C:17]=2[F:18])=[C:4]([CH3:23])[CH:3]=1.[N:24]#[C:25]Br.C([O-])(O)=O.[Na+], predict the reaction product. The product is: [NH2:24][C:25]1[O:20][C:19]([C:10]2[C:9]([NH:8][C:5]3[CH:6]=[CH:7][C:2]([Br:1])=[CH:3][C:4]=3[CH3:23])=[C:17]([F:18])[C:13]3[N:14]=[CH:15][NH:16][C:12]=3[CH:11]=2)=[N:21][N:22]=1. (4) Given the reactants O[CH2:2][CH:3]1[CH2:7][C:6]2([CH2:12][CH2:11][N:10]([C:13]([O:15][C:16]([CH3:19])([CH3:18])[CH3:17])=[O:14])[CH2:9][CH2:8]2)[C:5](=[O:20])[N:4]1[C:21]1[CH2:22][O:23][C:24](=[O:26])[CH:25]=1.F.F.F.C(N(CC)CC)C.[F:37][B-](F)(F)F.C(N([S+](F)F)CC)C, predict the reaction product. The product is: [F:37][CH2:2][CH:3]1[CH2:7][C:6]2([CH2:12][CH2:11][N:10]([C:13]([O:15][C:16]([CH3:19])([CH3:18])[CH3:17])=[O:14])[CH2:9][CH2:8]2)[C:5](=[O:20])[N:4]1[C:21]1[CH2:22][O:23][C:24](=[O:26])[CH:25]=1. (5) Given the reactants [F:1][C:2]1[CH:3]=[CH:4][C:5]([N+:13]([O-:15])=[O:14])=[C:6]([NH:8][S:9]([CH3:12])(=[O:11])=[O:10])[CH:7]=1.CI.[C:18](=O)([O-])[O-].[K+].[K+].O, predict the reaction product. The product is: [F:1][C:2]1[CH:3]=[CH:4][C:5]([N+:13]([O-:15])=[O:14])=[C:6]([N:8]([CH3:18])[S:9]([CH3:12])(=[O:10])=[O:11])[CH:7]=1. (6) The product is: [Br:23][C:22]1[C:21](=[O:24])[N:20]([C:25]2[CH:26]=[CH:27][CH:28]=[CH:29][CH:30]=2)[N:19]([CH3:31])[C:18]=1[CH2:17][O:16][C:14]([C:11]1([C:32]2[CH:33]=[CH:34][CH:35]=[CH:36][CH:37]=2)[CH2:10][CH2:9][N:8]([CH2:54][C:55]2[CH:60]=[CH:59][CH:58]=[CH:57][CH:56]=2)[CH2:13][CH2:12]1)=[O:15]. Given the reactants C(OC([N:8]1[CH2:13][CH2:12][C:11]([C:32]2[CH:37]=[CH:36][CH:35]=[CH:34][CH:33]=2)([C:14]([O:16][CH2:17][C:18]2[N:19]([CH3:31])[N:20]([C:25]3[CH:30]=[CH:29][CH:28]=[CH:27][CH:26]=3)[C:21](=[O:24])[C:22]=2[Br:23])=[O:15])[CH2:10][CH2:9]1)=O)(C)(C)C.FC(F)(F)C(O)=O.C(N(C(C)C)CC)(C)C.[CH2:54](Br)[C:55]1[CH:60]=[CH:59][CH:58]=[CH:57][CH:56]=1, predict the reaction product. (7) Given the reactants [CH3:1][N:2]([CH:13]1[CH2:18][CH2:17][N:16]([CH3:19])[CH2:15][CH2:14]1)[C:3]1[O:4][C:5]2[CH:11]=[CH:10][C:9]([NH2:12])=[CH:8][C:6]=2[N:7]=1.[Cl:20][C:21]1[N:22]=[CH:23][C:24]([C:27](O)=[O:28])=[N:25][CH:26]=1.CN(C(ON1N=NC2C=CC=NC1=2)=[N+](C)C)C.F[P-](F)(F)(F)(F)F.N, predict the reaction product. The product is: [CH3:1][N:2]([CH:13]1[CH2:18][CH2:17][N:16]([CH3:19])[CH2:15][CH2:14]1)[C:3]1[O:4][C:5]2[CH:11]=[CH:10][C:9]([NH:12][C:27]([C:24]3[CH:23]=[N:22][C:21]([Cl:20])=[CH:26][N:25]=3)=[O:28])=[CH:8][C:6]=2[N:7]=1.